Dataset: Full USPTO retrosynthesis dataset with 1.9M reactions from patents (1976-2016). Task: Predict the reactants needed to synthesize the given product. (1) Given the product [CH3:1][NH:2][CH2:3][CH:5]1[CH2:10][CH2:9][N:8]([C:11]2[CH:16]=[CH:15][N:14]=[CH:13][CH:12]=2)[CH2:7][CH2:6]1, predict the reactants needed to synthesize it. The reactants are: [CH3:1][NH:2][C:3]([CH:5]1[CH2:10][CH2:9][N:8]([C:11]2[CH:16]=[CH:15][N:14]=[CH:13][CH:12]=2)[CH2:7][CH2:6]1)=O.[H-].[Al+3].[Li+].[H-].[H-].[H-].O.[OH-].[Na+]. (2) Given the product [NH:1]1[C:5]2[CH:6]=[CH:7][C:8]([C:10]([N:21]3[CH2:22][CH2:23][CH2:24][C@@H:25]4[C:26]5[CH:27]=[C:28]([OH:29])[C:16]([N+:13]([O-:15])=[O:14])=[CH:17][C:18]=5[CH2:19][C@H:20]34)=[O:12])=[CH:9][C:4]=2[N:3]=[CH:2]1, predict the reactants needed to synthesize it. The reactants are: [NH:1]1[C:5]2[CH:6]=[CH:7][C:8]([C:10]([OH:12])=O)=[CH:9][C:4]=2[N:3]=[CH:2]1.[N+:13]([C:16]1[C:28]([OH:29])=[CH:27][C:26]2[C@@H:25]3[C@@H:20]([NH:21][CH2:22][CH2:23][CH2:24]3)[CH2:19][C:18]=2[CH:17]=1)([O-:15])=[O:14]. (3) Given the product [O:19]1[C:23]2[CH:24]=[CH:25][CH:26]=[CH:27][C:22]=2[C:21]([NH:28][C:29]([N:31]2[CH2:36][CH2:35][N:34]([C:2]3[S:6][N:5]=[C:4]([N:7]4[CH2:11][CH2:10][CH2:9][CH2:8]4)[N:3]=3)[CH2:33][CH2:32]2)=[O:30])=[N:20]1, predict the reactants needed to synthesize it. The reactants are: Cl[C:2]1[S:6][N:5]=[C:4]([N:7]2[CH2:11][CH2:10][CH2:9][CH2:8]2)[N:3]=1.FC(F)(F)C(O)=O.[O:19]1[C:23]2[CH:24]=[CH:25][CH:26]=[CH:27][C:22]=2[C:21]([NH:28][C:29]([N:31]2[CH2:36][CH2:35][NH:34][CH2:33][CH2:32]2)=[O:30])=[N:20]1.C(N(CC)CC)C.O. (4) Given the product [NH2:43][C:41]1[CH:42]=[C:37]([C:35]([C:27]2[C:28]3[CH:33]=[N:32][C:31]([NH:6][CH2:5][C:4]4[CH:7]=[CH:8][C:9]([O:11][CH3:12])=[CH:10][C:3]=4[O:2][CH3:1])=[N:30][C:29]=3[N:25]([C:22]([CH3:24])([CH3:23])[CH2:21][O:20][Si:13]([C:16]([CH3:19])([CH3:18])[CH3:17])([CH3:14])[CH3:15])[CH:26]=2)=[O:36])[CH:38]=[N:39][CH:40]=1, predict the reactants needed to synthesize it. The reactants are: [CH3:1][O:2][C:3]1[CH:10]=[C:9]([O:11][CH3:12])[CH:8]=[CH:7][C:4]=1[CH2:5][NH2:6].[Si:13]([O:20][CH2:21][C:22]([N:25]1[C:29]2[N:30]=[C:31](Cl)[N:32]=[CH:33][C:28]=2[C:27]([C:35]([C:37]2[CH:38]=[N:39][CH:40]=[C:41]([N:43]=C(C3C=CC=CC=3)C3C=CC=CC=3)[CH:42]=2)=[O:36])=[CH:26]1)([CH3:24])[CH3:23])([C:16]([CH3:19])([CH3:18])[CH3:17])([CH3:15])[CH3:14]. (5) Given the product [Br:1][C:2]1[CH:3]=[C:4]2[C:9](=[C:10]([F:12])[CH:11]=1)[N:8]([CH3:14])[C:7](=[O:13])[CH2:6][CH2:5]2, predict the reactants needed to synthesize it. The reactants are: [Br:1][C:2]1[CH:3]=[C:4]2[C:9](=[C:10]([F:12])[CH:11]=1)[NH:8][C:7](=[O:13])[CH2:6][CH2:5]2.[CH3:14]C(C)([O-])C.[K+].CI.O. (6) Given the product [CH3:1][O:2][C:3](=[O:29])/[CH:4]=[CH:5]/[C:6]1[CH:7]=[CH:8][C:9]2[O:26][C:13]3([CH2:18][CH2:17][N:16]([C:19]([O:21][C:22]([CH3:24])([CH3:25])[CH3:23])=[O:20])[CH2:15][CH2:14]3)[N:12]([CH2:32][C:33]3[CH:38]=[CH:37][CH:36]=[CH:35][CH:34]=3)[C:11](=[O:27])[C:10]=2[CH:28]=1, predict the reactants needed to synthesize it. The reactants are: [CH3:1][O:2][C:3](=[O:29])/[CH:4]=[CH:5]/[C:6]1[CH:7]=[CH:8][C:9]2[O:26][C:13]3([CH2:18][CH2:17][N:16]([C:19]([O:21][C:22]([CH3:25])([CH3:24])[CH3:23])=[O:20])[CH2:15][CH2:14]3)[NH:12][C:11](=[O:27])[C:10]=2[CH:28]=1.[H-].[Na+].[CH2:32](Br)[C:33]1[CH:38]=[CH:37][CH:36]=[CH:35][CH:34]=1.[NH4+].[Cl-].